This data is from Reaction yield outcomes from USPTO patents with 853,638 reactions. The task is: Predict the reaction yield, written as a fraction of the theoretical maximum amount of product (1.0 means a 100% yield; for example, 0.34 means a 34% yield). (1) The reactants are [CH2:1]([O:8][C:9]1[CH:14]=[CH:13][N:12]=[C:11](Cl)[N:10]=1)[C:2]1[CH:7]=[CH:6][CH:5]=[CH:4][CH:3]=1.CC1(C)C(C)(C)OB([C:24]2[CH:29]=[CH:28][C:27]([CH2:30][C:31]#[N:32])=[CH:26][CH:25]=2)O1.C([O-])([O-])=O.[Na+].[Na+].O1CCOCC1. The catalyst is O. The product is [CH2:1]([O:8][C:9]1[CH:14]=[CH:13][N:12]=[C:11]([C:24]2[CH:29]=[CH:28][C:27]([CH2:30][C:31]#[N:32])=[CH:26][CH:25]=2)[N:10]=1)[C:2]1[CH:7]=[CH:6][CH:5]=[CH:4][CH:3]=1. The yield is 0.310. (2) The reactants are [CH3:1][N:2]([C:4](=[O:28])[C:5]([NH:7][C:8]12[CH2:16][CH2:15][CH:12]([CH2:13][CH2:14]1)[CH2:11][N:10]1[C:17](=[O:27])[C:18]([OH:26])=[C:19]([C:21]([O:23]CC)=O)[N:20]=[C:9]21)=[O:6])[CH3:3].Cl.Cl.[F:31][C:32]1[CH:37]=[CH:36][C:35]([CH2:38][NH2:39])=[C:34]([N:40]2[C:44]([CH3:45])=[CH:43][N:42]=[N:41]2)[CH:33]=1.C(N(CC)CC)C. The catalyst is C(O)C. The product is [F:31][C:32]1[CH:37]=[CH:36][C:35]([CH2:38][NH:39][C:21]([C:19]2[N:20]=[C:9]3[C:8]4([NH:7][C:5](=[O:6])[C:4]([N:2]([CH3:3])[CH3:1])=[O:28])[CH2:14][CH2:13][CH:12]([CH2:15][CH2:16]4)[CH2:11][N:10]3[C:17](=[O:27])[C:18]=2[OH:26])=[O:23])=[C:34]([N:40]2[C:44]([CH3:45])=[CH:43][N:42]=[N:41]2)[CH:33]=1. The yield is 0.210. (3) The reactants are Br[C:2]1[C:3]([F:24])=[CH:4][C:5]2[CH:11]3[CH2:12][CH:9]([CH2:10]3)[N:8]3[C:13]([C:19]([F:22])([F:21])[F:20])=[C:14]([C:16]([NH2:18])=[O:17])[N:15]=[C:7]3[C:6]=2[CH:23]=1.[CH3:25][C:26]1[O:30][N:29]=[C:28]([C@:31]([OH:35])([C:33]#[CH:34])[CH3:32])[CH:27]=1. No catalyst specified. The product is [F:24][C:3]1[C:2]([C:34]#[C:33][C@@:31]([OH:35])([C:28]2[CH:27]=[C:26]([CH3:25])[O:30][N:29]=2)[CH3:32])=[CH:23][C:6]2[C:7]3[N:8]([C:13]([C:19]([F:20])([F:22])[F:21])=[C:14]([C:16]([NH2:18])=[O:17])[N:15]=3)[CH:9]3[CH2:12][CH:11]([C:5]=2[CH:4]=1)[CH2:10]3. The yield is 0.460.